This data is from Retrosynthesis with 50K atom-mapped reactions and 10 reaction types from USPTO. The task is: Predict the reactants needed to synthesize the given product. (1) Given the product Cc1cccc(C=O)c1OCc1ccccc1, predict the reactants needed to synthesize it. The reactants are: BrCc1ccccc1.Cc1cccc(C=O)c1O. (2) Given the product CC(C)N(C)c1ncc(Cl)cc1C(=O)NC1(C(=O)O)Cc2ccccc2C1, predict the reactants needed to synthesize it. The reactants are: CCOC(=O)C1(NC(=O)c2cc(Cl)cnc2N(C)C(C)C)Cc2ccccc2C1. (3) Given the product O=C1CN[C@H](C(=O)O)C1, predict the reactants needed to synthesize it. The reactants are: O=C1C[C@@H](C(=O)O)N(C(=O)OCc2ccccc2)C1. (4) The reactants are: COc1cnc2cccc(OCCN3CCNCC3)c2c1.O=C1CSc2ccc(S(=O)(=O)Cl)cc2N1. Given the product COc1cnc2cccc(OCCN3CCN(S(=O)(=O)c4ccc5c(c4)NC(=O)CS5)CC3)c2c1, predict the reactants needed to synthesize it. (5) Given the product COc1ccc(Cn2nc(C)c3c(Nc4ccnc(SC)n4)cccc32)cc1, predict the reactants needed to synthesize it. The reactants are: COc1ccc(Cn2nc(C)c3c(N)cccc32)cc1.CSc1nccc(Cl)n1. (6) Given the product N#Cc1cccc(OCCF)c1, predict the reactants needed to synthesize it. The reactants are: FCCBr.N#Cc1cccc(O)c1. (7) Given the product CC(C)(C)n1ncc(-c2nc(CC(=O)NCC3CCOCC3)cs2)c1-c1ccc(Cl)cc1, predict the reactants needed to synthesize it. The reactants are: CC(C)(C)n1ncc(-c2nc(CC(=O)NCC3CCOCC3)cs2)c1Br.OB(O)c1ccc(Cl)cc1. (8) Given the product COc1cc2nc(N3CCN(c4nc5ccccc5n4C)CC3)nc(N)c2cc1OC, predict the reactants needed to synthesize it. The reactants are: CI.COc1cc2nc(N3CCN(c4nc5ccccc5[nH]4)CC3)nc(N)c2cc1OC. (9) Given the product C[Si](C)(C)CCOCn1c2cnc(C#N)cc2c2c(OC[C@H]3CCCCN3)ccnc21, predict the reactants needed to synthesize it. The reactants are: C[Si](C)(C)CCOCn1c2cnc(C#N)cc2c2c(Cl)ccnc21.OC[C@H]1CCCCN1.